From a dataset of Full USPTO retrosynthesis dataset with 1.9M reactions from patents (1976-2016). Predict the reactants needed to synthesize the given product. (1) Given the product [F:31][C:2]([F:1])([C:25]1[CH:26]=[CH:27][CH:28]=[CH:29][CH:30]=1)[C@H:3]([OH:24])/[CH:4]=[CH:5]/[C@H:6]1[CH2:10][CH2:9][C:8](=[O:11])[N:7]1[CH2:12][CH2:13][CH2:14][CH2:15][CH2:16][CH2:17][C:18]([OH:20])=[O:19], predict the reactants needed to synthesize it. The reactants are: [F:1][C:2]([F:31])([C:25]1[CH:30]=[CH:29][CH:28]=[CH:27][CH:26]=1)[C@H:3]([OH:24])/[CH:4]=[CH:5]/[C@H:6]1[CH2:10][CH2:9][C:8](=[O:11])[N:7]1[CH2:12][CH2:13][CH2:14][CH2:15][CH2:16][CH2:17][C:18]([O:20]C(C)C)=[O:19].[Li+].[OH-]. (2) The reactants are: C(OC([N:8]1[CH2:12][C:11]([F:14])([F:13])[CH2:10][CH:9]1[CH2:15][C:16]([OH:18])=[O:17])=O)(C)(C)C.[ClH:19]. Given the product [ClH:19].[F:14][C:11]1([F:13])[CH2:12][NH:8][CH:9]([CH2:15][C:16]([OH:18])=[O:17])[CH2:10]1, predict the reactants needed to synthesize it. (3) Given the product [Cl:1][C:2]1[CH:11]=[CH:10][C:9]2[CH2:8][CH2:7][C:6]3[CH:12]=[N:13][CH:15]=[N:19][C:5]=3[C:4]=2[N:3]=1, predict the reactants needed to synthesize it. The reactants are: [Cl:1][C:2]1[CH:11]=[CH:10][C:9]2[CH2:8][CH2:7]/[C:6](=[CH:12]\[N:13]([CH3:15])C)/[C:5](=O)[C:4]=2[N:3]=1.Cl.C(N)=[NH:19].CC[O-].[Na+]. (4) Given the product [C:1]([O:9][CH:10]([CH:21]1[CH2:22][CH2:23][C:24]([F:27])([F:28])[CH2:25][CH2:26]1)[CH:11]1[CH2:20][CH2:19][C:14](=[O:15])[CH2:13][CH2:12]1)(=[O:8])[C:2]1[CH:3]=[CH:4][CH:5]=[CH:6][CH:7]=1, predict the reactants needed to synthesize it. The reactants are: [C:1]([O:9][CH:10]([CH:21]1[CH2:26][CH2:25][C:24]([F:28])([F:27])[CH2:23][CH2:22]1)[C:11]1[CH2:20][CH2:19][C:14]2(OCC[O:15]2)[CH2:13][CH:12]=1)(=[O:8])[C:2]1[CH:7]=[CH:6][CH:5]=[CH:4][CH:3]=1. (5) Given the product [SH:14][CH2:10][CH2:9][CH2:8][CH2:7][CH2:6][CH2:5][CH2:4][CH2:3][CH2:2][C:1]([O:12][CH3:13])=[O:11], predict the reactants needed to synthesize it. The reactants are: [C:1]([O:12][CH3:13])(=[O:11])[CH2:2][CH2:3][CH2:4][CH2:5][CH2:6][CH2:7][CH2:8][CH:9]=[CH2:10].[SH2:14]. (6) Given the product [O:36]1[CH2:40][CH2:39][CH:38]([C:41]([N:1]2[CH2:6][CH2:5][CH:4]([N:7]3[CH:11]=[C:10]([C:12]4[CH:17]=[N:16][N:15]5[C:18]([C:21]6[CH:22]=[C:23]([NH:27][C:28]([NH:30][CH2:31][C:32]([F:33])([F:35])[F:34])=[O:29])[CH:24]=[CH:25][CH:26]=6)=[CH:19][N:20]=[C:14]5[CH:13]=4)[CH:9]=[N:8]3)[CH2:3][CH2:2]2)=[O:42])[CH2:37]1, predict the reactants needed to synthesize it. The reactants are: [NH:1]1[CH2:6][CH2:5][CH:4]([N:7]2[CH:11]=[C:10]([C:12]3[CH:17]=[N:16][N:15]4[C:18]([C:21]5[CH:22]=[C:23]([NH:27][C:28]([NH:30][CH2:31][C:32]([F:35])([F:34])[F:33])=[O:29])[CH:24]=[CH:25][CH:26]=5)=[CH:19][N:20]=[C:14]4[CH:13]=3)[CH:9]=[N:8]2)[CH2:3][CH2:2]1.[O:36]1[CH2:40][CH2:39][CH:38]([C:41](O)=[O:42])[CH2:37]1.